Dataset: Catalyst prediction with 721,799 reactions and 888 catalyst types from USPTO. Task: Predict which catalyst facilitates the given reaction. Product: [C:1]([O:5][C:6]([N:8]1[CH2:9][C:10]2[C:15](=[CH:14][C:13]([C:17]([F:20])([F:18])[F:19])=[C:12]([CH2:21][CH3:22])[CH:11]=2)[CH2:16]1)=[O:7])([CH3:2])([CH3:3])[CH3:4]. The catalyst class is: 19. Reactant: [C:1]([O:5][C:6]([N:8]1[CH2:16][C:15]2[C:10](=[CH:11][C:12]([CH:21]=[CH2:22])=[C:13]([C:17]([F:20])([F:19])[F:18])[CH:14]=2)[CH2:9]1)=[O:7])([CH3:4])([CH3:3])[CH3:2].